From a dataset of Forward reaction prediction with 1.9M reactions from USPTO patents (1976-2016). Predict the product of the given reaction. Given the reactants C([O:3][C:4](=O)[CH2:5][NH:6][CH2:7][C:8]1[C:17]2[C:12](=[CH:13][C:14]([S:18]([C:21]3[CH:26]=[CH:25][CH:24]=[CH:23][CH:22]=3)(=[O:20])=[O:19])=[CH:15][CH:16]=2)[CH:11]=[CH:10][CH:9]=1)C.[CH3:28][NH2:29], predict the reaction product. The product is: [C:21]1([S:18]([C:14]2[CH:13]=[C:12]3[C:17](=[CH:16][CH:15]=2)[C:8]([CH2:7][NH:6][CH2:5][C:4]([NH:29][CH3:28])=[O:3])=[CH:9][CH:10]=[CH:11]3)(=[O:20])=[O:19])[CH:26]=[CH:25][CH:24]=[CH:23][CH:22]=1.